This data is from Reaction yield outcomes from USPTO patents with 853,638 reactions. The task is: Predict the reaction yield, written as a fraction of the theoretical maximum amount of product (1.0 means a 100% yield; for example, 0.34 means a 34% yield). (1) The reactants are [Cl:1][C:2]1[C:3]2[C:4]3[CH2:5][C@@H:6]([CH2:15][CH2:16][OH:17])[CH2:7][CH2:8][C:9]=3[S:10][C:11]=2[N:12]=[CH:13][N:14]=1.[CH3:18][C:19]([Si:22](Cl)([CH3:24])[CH3:23])([CH3:21])[CH3:20].N1C=CN=C1. The catalyst is CN(C=O)C. The product is [Si:22]([O:17][CH2:16][CH2:15][C@@H:6]1[CH2:5][C:4]2[C:3]3[C:2]([Cl:1])=[N:14][CH:13]=[N:12][C:11]=3[S:10][C:9]=2[CH2:8][CH2:7]1)([C:19]([CH3:21])([CH3:20])[CH3:18])([CH3:24])[CH3:23]. The yield is 0.980. (2) The reactants are [Br:1][C:2]1[CH:27]=[CH:26][C:5]([CH2:6][NH:7][C:8]2[CH:13]=[C:12]([O:14][CH2:15][C:16]3[CH:21]=[CH:20][C:19]([CH3:22])=[CH:18][N:17]=3)[CH:11]=[CH:10][C:9]=2[N+:23]([O-])=O)=[CH:4][CH:3]=1. The catalyst is [Pt].[I-].[Zn+2].[I-].C(OCC)(=O)C. The product is [Br:1][C:2]1[CH:27]=[CH:26][C:5]([CH2:6][NH:7][C:8]2[C:9]([NH2:23])=[CH:10][CH:11]=[C:12]([O:14][CH2:15][C:16]3[CH:21]=[CH:20][C:19]([CH3:22])=[CH:18][N:17]=3)[CH:13]=2)=[CH:4][CH:3]=1. The yield is 0.830. (3) The reactants are [CH3:1][C:2]1([CH3:10])[CH2:7][C:6](=[O:8])[CH2:5][C:4](=[O:9])[CH2:3]1.[CH:11]1([CH2:14][C:15](O)=[O:16])[CH2:13][CH2:12]1.C1(N=C=NC2CCCCC2)CCCCC1.C1(=O)CCCCC1=O. The catalyst is CN(C)C1C=CN=CC=1.C(Cl)Cl. The product is [CH:11]1([CH2:14][C:15]([CH:5]2[C:6](=[O:8])[CH2:7][C:2]([CH3:10])([CH3:1])[CH2:3][C:4]2=[O:9])=[O:16])[CH2:13][CH2:12]1. The yield is 0.920. (4) The reactants are Br[C:2]1[CH:7]=[C:6]([CH:8]2[CH2:13][NH:12][S:11](=[O:15])(=[O:14])[NH:10][CH2:9]2)[CH:5]=[CH:4][C:3]=1[NH2:16].[C:17]1(B(O)O)[CH2:22][CH2:21][CH2:20][CH2:19][CH:18]=1. No catalyst specified. The product is [C:17]1([C:2]2[CH:7]=[C:6]([CH:8]3[CH2:13][NH:12][S:11](=[O:15])(=[O:14])[NH:10][CH2:9]3)[CH:5]=[CH:4][C:3]=2[NH2:16])[CH2:22][CH2:21][CH2:20][CH2:19][CH:18]=1. The yield is 0.650.